Regression. Given two drug SMILES strings and cell line genomic features, predict the synergy score measuring deviation from expected non-interaction effect. From a dataset of NCI-60 drug combinations with 297,098 pairs across 59 cell lines. (1) Drug 1: C1C(C(OC1N2C=NC3=C(N=C(N=C32)Cl)N)CO)O. Drug 2: CC(C)(C#N)C1=CC(=CC(=C1)CN2C=NC=N2)C(C)(C)C#N. Cell line: SK-MEL-5. Synergy scores: CSS=17.3, Synergy_ZIP=-1.80, Synergy_Bliss=-0.589, Synergy_Loewe=-7.80, Synergy_HSA=-2.98. (2) Drug 1: C1=C(C(=O)NC(=O)N1)N(CCCl)CCCl. Drug 2: CC12CCC3C(C1CCC2O)C(CC4=C3C=CC(=C4)O)CCCCCCCCCS(=O)CCCC(C(F)(F)F)(F)F. Cell line: SK-MEL-2. Synergy scores: CSS=7.02, Synergy_ZIP=-3.76, Synergy_Bliss=-0.562, Synergy_Loewe=-3.36, Synergy_HSA=-2.40. (3) Drug 2: C1CNP(=O)(OC1)N(CCCl)CCCl. Synergy scores: CSS=43.4, Synergy_ZIP=0.110, Synergy_Bliss=-0.348, Synergy_Loewe=-31.1, Synergy_HSA=-1.34. Cell line: UACC62. Drug 1: C1CN(CCN1C(=O)CCBr)C(=O)CCBr. (4) Drug 1: CC1=C(C=C(C=C1)NC2=NC=CC(=N2)N(C)C3=CC4=NN(C(=C4C=C3)C)C)S(=O)(=O)N.Cl. Drug 2: C1C(C(OC1N2C=NC(=NC2=O)N)CO)O. Cell line: MCF7. Synergy scores: CSS=12.4, Synergy_ZIP=-2.56, Synergy_Bliss=0.833, Synergy_Loewe=-9.70, Synergy_HSA=-1.71. (5) Drug 1: C1CCC(C1)C(CC#N)N2C=C(C=N2)C3=C4C=CNC4=NC=N3. Drug 2: C#CCC(CC1=CN=C2C(=N1)C(=NC(=N2)N)N)C3=CC=C(C=C3)C(=O)NC(CCC(=O)O)C(=O)O. Cell line: TK-10. Synergy scores: CSS=11.2, Synergy_ZIP=-1.86, Synergy_Bliss=0.120, Synergy_Loewe=-0.873, Synergy_HSA=-1.01. (6) Drug 1: CC(CN1CC(=O)NC(=O)C1)N2CC(=O)NC(=O)C2. Drug 2: CS(=O)(=O)CCNCC1=CC=C(O1)C2=CC3=C(C=C2)N=CN=C3NC4=CC(=C(C=C4)OCC5=CC(=CC=C5)F)Cl. Cell line: SK-MEL-5. Synergy scores: CSS=10.6, Synergy_ZIP=1.46, Synergy_Bliss=2.94, Synergy_Loewe=-4.10, Synergy_HSA=-3.75. (7) Drug 1: CC(CN1CC(=O)NC(=O)C1)N2CC(=O)NC(=O)C2. Drug 2: CC12CCC3C(C1CCC2OP(=O)(O)O)CCC4=C3C=CC(=C4)OC(=O)N(CCCl)CCCl.[Na+]. Cell line: K-562. Synergy scores: CSS=16.7, Synergy_ZIP=-0.161, Synergy_Bliss=2.32, Synergy_Loewe=-2.01, Synergy_HSA=2.75. (8) Drug 1: C1C(C(OC1N2C=NC3=C(N=C(N=C32)Cl)N)CO)O. Drug 2: CC1CCC2CC(C(=CC=CC=CC(CC(C(=O)C(C(C(=CC(C(=O)CC(OC(=O)C3CCCCN3C(=O)C(=O)C1(O2)O)C(C)CC4CCC(C(C4)OC)O)C)C)O)OC)C)C)C)OC. Cell line: SF-295. Synergy scores: CSS=-1.15, Synergy_ZIP=-1.66, Synergy_Bliss=-5.01, Synergy_Loewe=-11.4, Synergy_HSA=-12.2.